This data is from Forward reaction prediction with 1.9M reactions from USPTO patents (1976-2016). The task is: Predict the product of the given reaction. (1) Given the reactants Br[C:2]1O[C:5]([CH2:7][N:8]([CH3:10])[CH3:9])=[CH:4][CH:3]=1.[CH:11]([C:13]1[CH:18]=[CH:17][CH:16]=[CH:15][C:14]=1B(O)O)=[O:12].[C:22](=O)([O-])[O-].[Na+].[Na+].Cl, predict the reaction product. The product is: [CH3:9][N:8]([CH2:7][C:5]1[CH2:22][C:2]([C:14]2[CH:15]=[CH:16][CH:17]=[CH:18][C:13]=2[CH:11]=[O:12])=[CH:3][CH:4]=1)[CH3:10]. (2) Given the reactants [CH3:1][O:2][C:3]1[CH:12]=[CH:11][C:10]([N:13]2[CH2:18][CH2:17][N:16]([CH3:19])[CH2:15][CH2:14]2)=[C:9]2[C:4]=1[CH2:5][CH2:6][NH:7][CH2:8]2.[C:20]([O:24][C:25]([NH:27][CH2:28][CH2:29][CH2:30][C:31](O)=[O:32])=[O:26])([CH3:23])([CH3:22])[CH3:21].CN(C(ON1N=NC2C=CC=NC1=2)=[N+](C)C)C.F[P-](F)(F)(F)(F)F, predict the reaction product. The product is: [C:20]([O:24][C:25](=[O:26])[NH:27][CH2:28][CH2:29][CH2:30][C:31]([N:7]1[CH2:6][CH2:5][C:4]2[C:9](=[C:10]([N:13]3[CH2:14][CH2:15][N:16]([CH3:19])[CH2:17][CH2:18]3)[CH:11]=[CH:12][C:3]=2[O:2][CH3:1])[CH2:8]1)=[O:32])([CH3:23])([CH3:21])[CH3:22]. (3) Given the reactants [Cl:1][C:2]1[CH:7]=[C:6]([F:8])[CH:5]=[CH:4][C:3]=1[CH2:9][NH:10][C:11](=[O:28])[CH2:12][C:13]1[C:14]([C:24]([F:27])([F:26])[F:25])=[N:15][N:16]([CH2:18][CH2:19][NH:20]CCO)[CH:17]=1.[O:29]1[CH2:34][CH2:33][CH:32](N)[CH2:31][CH2:30]1, predict the reaction product. The product is: [Cl:1][C:2]1[CH:7]=[C:6]([F:8])[CH:5]=[CH:4][C:3]=1[CH2:9][NH:10][C:11](=[O:28])[CH2:12][C:13]1[C:14]([C:24]([F:27])([F:26])[F:25])=[N:15][N:16]([CH2:18][CH2:19][NH:20][CH:32]2[CH2:33][CH2:34][O:29][CH2:30][CH2:31]2)[CH:17]=1. (4) Given the reactants [C:1]([N:4]1[CH2:8][CH2:7][N:6]([C:9]2[CH:14]=[C:13](Cl)[CH:12]=[CH:11][C:10]=2[C:16]([N:18]2[CH2:23][CH2:22][N:21]([C:24]3[C:29]([CH3:30])=[CH:28][C:27]([CH3:31])=[CH:26][N:25]=3)[CH2:20][CH2:19]2)=[O:17])[C:5]1=[O:32])(=[O:3])[CH3:2].[CH3:33][C@@H:34]1[CH2:38][O:37][C:36](=[O:39])[NH:35]1, predict the reaction product. The product is: [C:1]([N:4]1[CH2:8][CH2:7][N:6]([C:9]2[CH:14]=[C:13]([N:35]3[C@H:34]([CH3:33])[CH2:38][O:37][C:36]3=[O:39])[CH:12]=[CH:11][C:10]=2[C:16]([N:18]2[CH2:23][CH2:22][N:21]([C:24]3[C:29]([CH3:30])=[CH:28][C:27]([CH3:31])=[CH:26][N:25]=3)[CH2:20][CH2:19]2)=[O:17])[C:5]1=[O:32])(=[O:3])[CH3:2]. (5) Given the reactants C[O:2][C:3](=[O:39])[C@@H:4]([O:6][C:7]1[CH:16]=[CH:15][C:14]([F:17])=[C:13]2[C:8]=1[C:9]([O:35][CH:36]([F:38])[F:37])=[C:10]([CH2:20][C:21]1[CH:26]=[CH:25][C:24]([C:27](=[O:33])[NH:28][CH:29]3[CH2:32][CH2:31][CH2:30]3)=[CH:23][C:22]=1[Cl:34])[C:11]([CH2:18][CH3:19])=[N:12]2)[CH3:5].[OH-].[Li+], predict the reaction product. The product is: [Cl:34][C:22]1[CH:23]=[C:24]([C:27](=[O:33])[NH:28][CH:29]2[CH2:30][CH2:31][CH2:32]2)[CH:25]=[CH:26][C:21]=1[CH2:20][C:10]1[C:11]([CH2:18][CH3:19])=[N:12][C:13]2[C:8]([C:9]=1[O:35][CH:36]([F:38])[F:37])=[C:7]([O:6][C@@H:4]([CH3:5])[C:3]([OH:39])=[O:2])[CH:16]=[CH:15][C:14]=2[F:17].